Dataset: Reaction yield outcomes from USPTO patents with 853,638 reactions. Task: Predict the reaction yield, written as a fraction of the theoretical maximum amount of product (1.0 means a 100% yield; for example, 0.34 means a 34% yield). (1) The reactants are [NH2:1][C:2]1[CH:7]=[CH:6][CH:5]=[CH:4][CH:3]=1.Cl[C:9]1[CH:10]=[C:11]([N:15]2[CH:19]=[CH:18][CH:17]=[N:16]2)[CH:12]=[CH:13][CH:14]=1.CC(C)([O-])C.[Na+].C(P(C(C)(C)C)C1(C)CC1(C1C=CC=CC=1)C1C=CC=CC=1)(C)(C)C.[Cl-].[NH4+]. The catalyst is C1(C)C(C)=CC=CC=1. The product is [N:15]1([C:11]2[CH:10]=[C:9]([NH:1][C:2]3[CH:7]=[CH:6][CH:5]=[CH:4][CH:3]=3)[CH:14]=[CH:13][CH:12]=2)[CH:19]=[CH:18][CH:17]=[N:16]1. The yield is 0.835. (2) The product is [C:44]([NH:1][C:2]1[CH:7]=[C:6]([O:8][C:9]2[CH:14]=[CH:13][C:12]([NH:15][C:16]([NH:18][C:19]3[N:23]([C:24]4[CH:25]=[C:26]5[C:31](=[CH:32][CH:33]=4)[N:30]=[CH:29][CH:28]=[CH:27]5)[N:22]=[C:21]([CH:34]([CH3:35])[CH3:36])[CH:20]=3)=[O:17])=[C:11]([F:37])[CH:10]=2)[CH:5]=[CH:4][N:3]=1)(=[O:46])[CH3:45]. The yield is 0.760. The reactants are [NH2:1][C:2]1[CH:7]=[C:6]([O:8][C:9]2[CH:14]=[CH:13][C:12]([NH:15][C:16]([NH:18][C:19]3[N:23]([C:24]4[CH:25]=[C:26]5[C:31](=[CH:32][CH:33]=4)[N:30]=[CH:29][CH:28]=[CH:27]5)[N:22]=[C:21]([CH:34]([CH3:36])[CH3:35])[CH:20]=3)=[O:17])=[C:11]([F:37])[CH:10]=2)[CH:5]=[CH:4][N:3]=1.N1C=CC=CC=1.[C:44](OC(=O)C)(=[O:46])[CH3:45]. The catalyst is C(Cl)Cl. (3) The reactants are [Cl:1][C:2]1[CH:3]=[C:4]2[C:8](=[CH:9][CH:10]=1)[CH:7]([C:11]#[N:12])[CH2:6][CH2:5]2.B.C1COCC1. The catalyst is C1COCC1. The product is [Cl:1][C:2]1[CH:3]=[C:4]2[C:8](=[CH:9][CH:10]=1)[CH:7]([CH2:11][NH2:12])[CH2:6][CH2:5]2. The yield is 0.650. (4) The reactants are [Br:1][C:2]1[CH:7]=[CH:6][C:5]([OH:8])=[C:4]([F:9])[CH:3]=1.[CH3:10][O:11][CH2:12]Cl.C(=O)([O-])[O-].[K+].[K+]. The yield is 0.820. The product is [Br:1][C:2]1[CH:7]=[CH:6][C:5]([O:8][CH2:10][O:11][CH3:12])=[C:4]([F:9])[CH:3]=1. The catalyst is CC(C)=O. (5) The reactants are [C:1]([C:3]1[N:7]2[N:8]=[C:9]([C:12]3[CH:17]=[CH:16][C:15]([C:18]([N:20]4[CH2:25][CH2:24][O:23][CH2:22][CH2:21]4)=[O:19])=[CH:14][CH:13]=3)[CH:10]=[CH:11][C:6]2=[N:5][CH:4]=1)#[CH:2].Br[C:27]1[CH:28]=[C:29]2[C:33](=[CH:34][CH:35]=1)[NH:32][CH:31]=[CH:30]2. No catalyst specified. The product is [NH:32]1[C:33]2[C:29](=[CH:28][C:27]([C:2]#[C:1][C:3]3[N:7]4[N:8]=[C:9]([C:12]5[CH:13]=[CH:14][C:15]([C:18]([N:20]6[CH2:21][CH2:22][O:23][CH2:24][CH2:25]6)=[O:19])=[CH:16][CH:17]=5)[CH:10]=[CH:11][C:6]4=[N:5][CH:4]=3)=[CH:35][CH:34]=2)[CH:30]=[CH:31]1. The yield is 0.960. (6) The reactants are [Cl:1][C:2]1[C:19]([Cl:20])=[CH:18][C:5]([CH2:6][N:7]2C(=O)C3C(=CC=CC=3)C2=O)=[C:4]([O:21][CH3:22])[CH:3]=1.O.NN. The catalyst is CCO. The product is [Cl:1][C:2]1[C:19]([Cl:20])=[CH:18][C:5]([CH2:6][NH2:7])=[C:4]([O:21][CH3:22])[CH:3]=1. The yield is 0.780. (7) The reactants are Br[C:2]1[CH:3]=[C:4]2[C:9](=[CH:10][CH:11]=1)[N:8]([C:12]1[C:16]3[CH2:17][N:18]([C:21](=[O:23])[CH3:22])[CH2:19][CH2:20][C:15]=3[N:14]([CH:24]3[CH2:27][O:26][CH2:25]3)[N:13]=1)[CH2:7][CH2:6][CH2:5]2.C([Sn](CCCC)(CCCC)[C:33]1[CH:38]=[CH:37][CH:36]=[CH:35][N:34]=1)CCC. The catalyst is C1(C)C=CC=CC=1.C1C=CC([P]([Pd]([P](C2C=CC=CC=2)(C2C=CC=CC=2)C2C=CC=CC=2)([P](C2C=CC=CC=2)(C2C=CC=CC=2)C2C=CC=CC=2)[P](C2C=CC=CC=2)(C2C=CC=CC=2)C2C=CC=CC=2)(C2C=CC=CC=2)C2C=CC=CC=2)=CC=1. The product is [O:26]1[CH2:27][CH:24]([N:14]2[C:15]3[CH2:20][CH2:19][N:18]([C:21](=[O:23])[CH3:22])[CH2:17][C:16]=3[C:12]([N:8]3[C:9]4[C:4](=[CH:3][C:2]([C:33]5[CH:38]=[CH:37][CH:36]=[CH:35][N:34]=5)=[CH:11][CH:10]=4)[CH2:5][CH2:6][CH2:7]3)=[N:13]2)[CH2:25]1. The yield is 0.0800.